This data is from Forward reaction prediction with 1.9M reactions from USPTO patents (1976-2016). The task is: Predict the product of the given reaction. (1) The product is: [CH3:1][C:2]1([CH3:48])[CH2:10][C:9]2[NH:8][N:7]=[C:6]([C:19]3[NH:20][C:21]4[C:26]([CH:27]=3)=[CH:25][CH:24]=[C:23]([N:28]([CH3:39])[C:29](=[O:38])[O:30][CH2:31][C:32]3[CH:33]=[CH:34][CH:35]=[CH:36][CH:37]=3)[CH:22]=4)[C:5]=2[CH2:4][CH2:3]1. Given the reactants [CH3:1][C:2]1([CH3:48])[CH2:10][C:9]2[N:8](COCC[Si](C)(C)C)[N:7]=[C:6]([C:19]3[N:20](COCC[Si](C)(C)C)[C:21]4[C:26]([CH:27]=3)=[CH:25][CH:24]=[C:23]([N:28]([CH3:39])[C:29](=[O:38])[O:30][CH2:31][C:32]3[CH:37]=[CH:36][CH:35]=[CH:34][CH:33]=3)[CH:22]=4)[C:5]=2[CH2:4][CH2:3]1.[F-].C([N+](CCCC)(CCCC)CCCC)CCC, predict the reaction product. (2) Given the reactants [C:1]([O:5][C:6](=[O:11])[NH:7][CH2:8][CH2:9][NH2:10])([CH3:4])([CH3:3])[CH3:2].F[C:13]1[CH:20]=[CH:19][C:16]([C:17]#[N:18])=[CH:15][CH:14]=1, predict the reaction product. The product is: [C:1]([O:5][C:6](=[O:11])[NH:7][CH2:8][CH2:9][NH:10][C:13]1[CH:20]=[CH:19][C:16]([C:17]#[N:18])=[CH:15][CH:14]=1)([CH3:4])([CH3:2])[CH3:3]. (3) Given the reactants [CH:1](=O)[C:2]1[C:3]([O:8][CH3:9])=[CH:4][CH:5]=[CH:6][CH:7]=1.[CH3:11][NH:12][CH2:13][CH2:14][NH:15][CH3:16].[O-]S([O-])(=O)=O.[Mg+2], predict the reaction product. The product is: [CH3:9][O:8][C:3]1[CH:4]=[CH:5][CH:6]=[CH:7][C:2]=1[CH:1]1[N:15]([CH3:16])[CH2:14][CH2:13][N:12]1[CH3:11]. (4) The product is: [Cl:49][C:24]1[CH:23]=[CH:22][C:21]([C:20]2[N:16]([C:11]3[CH:12]=[CH:13][CH:14]=[CH:15][C:10]=3[CH2:8][CH3:9])[N:17]=[C:18]([O:29][CH:30]3[CH2:31][CH2:32][N:33]([S:44]([CH3:43])(=[O:46])=[O:45])[CH2:34][CH2:35]3)[CH:19]=2)=[CH:26][CH:25]=1. Given the reactants FC(F)(F)C(O)=O.[CH2:8]([C:10]1[CH:15]=[CH:14][CH:13]=[CH:12][C:11]=1[N:16]1[C:20]([C:21]2[CH:26]=[CH:25][C:24](OC)=[CH:23][CH:22]=2)=[CH:19][C:18]([O:29][CH:30]2[CH2:35][CH2:34][NH:33][CH2:32][CH2:31]2)=[N:17]1)[CH3:9].CCN(CC)CC.[CH3:43][S:44](Cl)(=[O:46])=[O:45].C(Cl)[Cl:49], predict the reaction product. (5) Given the reactants [Cl:1][C:2]1[CH:7]=[CH:6][C:5]([C:8]2([CH3:35])[CH:12]([C:13]3[CH:18]=[CH:17][C:16]([Cl:19])=[CH:15][CH:14]=3)[N:11]([C:20](Cl)=[O:21])[C:10]([C:23]3[CH:28]=[CH:27][C:26]([O:29][CH3:30])=[CH:25][C:24]=3[O:31][CH:32]([CH3:34])[CH3:33])=[N:9]2)=[CH:4][CH:3]=1.Cl.Cl.[CH3:38][S:39]([CH2:42][CH2:43][CH2:44][N:45]1[CH2:50][CH2:49][NH:48][CH2:47][CH2:46]1)(=[O:41])=[O:40], predict the reaction product. The product is: [Cl:1][C:2]1[CH:7]=[CH:6][C:5]([C@@:8]2([CH3:35])[C@@H:12]([C:13]3[CH:18]=[CH:17][C:16]([Cl:19])=[CH:15][CH:14]=3)[N:11]([C:20]([N:48]3[CH2:47][CH2:46][N:45]([CH2:44][CH2:43][CH2:42][S:39]([CH3:38])(=[O:40])=[O:41])[CH2:50][CH2:49]3)=[O:21])[C:10]([C:23]3[CH:28]=[CH:27][C:26]([O:29][CH3:30])=[CH:25][C:24]=3[O:31][CH:32]([CH3:34])[CH3:33])=[N:9]2)=[CH:4][CH:3]=1. (6) Given the reactants [NH2:1][CH2:2][C:3]1[CH:7]=[N:6][N:5]([CH2:8][C@@H:9]2[C@H:12]([NH:13][C:14](=[O:30])/[C:15](=[N:22]\[O:23][C:24]3([C:27]([OH:29])=[O:28])[CH2:26][CH2:25]3)/[C:16]3[N:17]=[C:18]([NH2:21])[S:19][CH:20]=3)[C:11](=[O:31])[N:10]2[S:32]([OH:35])(=[O:34])=[O:33])[N:4]=1.Cl.[N:37]1([C:42](N)=[NH:43])C=CC=N1.CCN(C(C)C)C(C)C, predict the reaction product. The product is: [NH2:21][C:18]1[S:19][CH:20]=[C:16](/[C:15](=[N:22]/[O:23][C:24]2([C:27]([OH:29])=[O:28])[CH2:25][CH2:26]2)/[C:14]([NH:13][C@@H:12]2[C:11](=[O:31])[N:10]([S:32]([OH:35])(=[O:34])=[O:33])[C@@H:9]2[CH2:8][N:5]2[N:4]=[C:3]([CH2:2][NH:1][C:42]([NH2:43])=[NH:37])[CH:7]=[N:6]2)=[O:30])[N:17]=1. (7) Given the reactants [Cl:1][C:2]1[C:7]([N+:8]([O-])=O)=[C:6]([Cl:11])[N:5]=[CH:4][N:3]=1, predict the reaction product. The product is: [Cl:1][C:2]1[C:7]([NH2:8])=[C:6]([Cl:11])[N:5]=[CH:4][N:3]=1. (8) Given the reactants Cl[C:2]1[N:7]=[C:6]([CH2:8][N:9]([CH3:17])[CH2:10][C:11]2[CH:12]=[N:13][CH:14]=[CH:15][CH:16]=2)[CH:5]=[C:4]([N:18]2[CH2:23][CH2:22][O:21][CH2:20][CH2:19]2)[N:3]=1.[NH:24]1[C:32]2[CH:31]=[CH:30][CH:29]=[C:28](B(O)O)[C:27]=2[CH:26]=[CH:25]1, predict the reaction product. The product is: [NH:24]1[C:32]2[C:27](=[C:28]([C:2]3[N:7]=[C:6]([CH2:8][N:9]([CH3:17])[CH2:10][C:11]4[CH:12]=[N:13][CH:14]=[CH:15][CH:16]=4)[CH:5]=[C:4]([N:18]4[CH2:23][CH2:22][O:21][CH2:20][CH2:19]4)[N:3]=3)[CH:29]=[CH:30][CH:31]=2)[CH:26]=[CH:25]1.